This data is from Reaction yield outcomes from USPTO patents with 853,638 reactions. The task is: Predict the reaction yield, written as a fraction of the theoretical maximum amount of product (1.0 means a 100% yield; for example, 0.34 means a 34% yield). The catalyst is O. The reactants are [Cl:1][C:2]1[CH:7]=[CH:6][C:5]([C:8]2([CH2:26][N:27]3C(=O)C4C(=CC=CC=4)C3=O)[CH2:13][CH2:12][N:11]([C:14]3[C:19](C(O)=O)=[CH:18][N:17]=[C:16]4[NH:23][CH:24]=[CH:25][C:15]=34)[CH2:10][CH2:9]2)=[CH:4][CH:3]=1. The product is [Cl:1][C:2]1[CH:7]=[CH:6][C:5]([C:8]2([CH2:26][NH2:27])[CH2:9][CH2:10][N:11]([C:14]3[CH:19]=[CH:18][N:17]=[C:16]4[NH:23][CH:24]=[CH:25][C:15]=34)[CH2:12][CH2:13]2)=[CH:4][CH:3]=1. The yield is 0.470.